From a dataset of Forward reaction prediction with 1.9M reactions from USPTO patents (1976-2016). Predict the product of the given reaction. (1) Given the reactants [Cl:1][C:2]1[CH:3]=[C:4]2[C:8](=[CH:9][CH:10]=1)[N:7]([C:11]1[CH:16]=[CH:15][C:14]([N+:17]([O-:19])=[O:18])=[CH:13][C:12]=1[Cl:20])[CH:6]=[CH:5]2.[C:21](OC(=O)C)(=[O:23])[CH3:22].[O-]S(C(F)(F)F)(=O)=O.[Yb+3].[O-]S(C(F)(F)F)(=O)=O.[O-]S(C(F)(F)F)(=O)=O.[Cl-].[NH4+], predict the reaction product. The product is: [Cl:1][C:2]1[CH:3]=[C:4]2[C:8](=[CH:9][CH:10]=1)[N:7]([C:11]1[CH:16]=[CH:15][C:14]([N+:17]([O-:19])=[O:18])=[CH:13][C:12]=1[Cl:20])[CH:6]=[C:5]2[C:21](=[O:23])[CH3:22]. (2) The product is: [CH3:1][O:2][C:3]1[CH:4]=[C:5]([OH:10])[CH:6]=[CH:7][CH:8]=1. Given the reactants [CH3:1][O:2][C:3]1[CH:4]=[C:5](Br)[CH:6]=[CH:7][CH:8]=1.[OH-:10].[Cs+], predict the reaction product. (3) Given the reactants [Cl:1][C:2]1[C:3]([C:10]2[S:11][C:12]([C:15]3[N:16]=[C:17]4[C:22]([Cl:23])=[CH:21][C:20]([C:24]([F:27])([F:26])[F:25])=[CH:19][N:18]4[CH:28]=3)=[N:13][N:14]=2)=[CH:4][C:5]([F:9])=[C:6]([OH:8])[CH:7]=1.C([O-])([O-])=O.[K+].[K+].Br[CH2:36][C:37](=[O:39])[CH3:38], predict the reaction product. The product is: [Cl:1][C:2]1[C:3]([C:10]2[S:11][C:12]([C:15]3[N:16]=[C:17]4[C:22]([Cl:23])=[CH:21][C:20]([C:24]([F:26])([F:25])[F:27])=[CH:19][N:18]4[CH:28]=3)=[N:13][N:14]=2)=[CH:4][C:5]([F:9])=[C:6]([CH:7]=1)[O:8][CH2:36][C:37](=[O:39])[CH3:38]. (4) Given the reactants S(Cl)(Cl)=O.[CH3:5][C:6]1[CH:14]=[CH:13][C:12]([N+:15]([O-:17])=[O:16])=[CH:11][C:7]=1[C:8]([OH:10])=[O:9].[CH3:18]O, predict the reaction product. The product is: [CH3:18][O:9][C:8](=[O:10])[C:7]1[CH:11]=[C:12]([N+:15]([O-:17])=[O:16])[CH:13]=[CH:14][C:6]=1[CH3:5]. (5) The product is: [CH3:32][C:33]([NH:40][C:28]([C:25]1[CH2:24][CH2:23][NH:22][C:21]2[N:20]=[CH:19][N:18]=[C:17]([NH:16][C:4]3[CH:5]=[CH:6][C:7]([O:8][C:9]4[CH:10]=[N:11][C:12]([CH3:15])=[CH:13][CH:14]=4)=[C:2]([CH3:1])[CH:3]=3)[C:27]=2[CH:26]=1)=[O:30])([CH3:39])[CH2:34][S:35]([CH3:38])(=[O:37])=[O:36]. Given the reactants [CH3:1][C:2]1[CH:3]=[C:4]([NH:16][C:17]2[C:27]3[CH:26]=[C:25]([C:28]([OH:30])=O)[CH2:24][CH2:23][NH:22][C:21]=3[N:20]=[CH:19][N:18]=2)[CH:5]=[CH:6][C:7]=1[O:8][C:9]1[CH:10]=[N:11][C:12]([CH3:15])=[CH:13][CH:14]=1.Cl.[CH3:32][C:33]([NH2:40])([CH3:39])[CH2:34][S:35]([CH3:38])(=[O:37])=[O:36].Cl.C(N=C=NCCCN(C)C)C.O.ON1C2C=CC=CC=2N=N1, predict the reaction product. (6) The product is: [C:19]([C:17]1[CH:16]=[CH:15][C:14]([O:23][CH2:24][O:25][CH2:26][CH2:27][O:28][CH3:29])=[C:13]([B:30]([OH:33])[OH:31])[CH:18]=1)([CH3:22])([CH3:21])[CH3:20]. Given the reactants C([Li])CCC.CCCCCC.Br[C:13]1[CH:18]=[C:17]([C:19]([CH3:22])([CH3:21])[CH3:20])[CH:16]=[CH:15][C:14]=1[O:23][CH2:24][O:25][CH2:26][CH2:27][O:28][CH3:29].[B:30](OC)([O:33]C)[O:31]C, predict the reaction product. (7) The product is: [C:6]([O:9][C:10]([NH:12][C@@H:13]([CH2:14][CH:15]=[CH2:16])[C:17]([O:19][CH:20]1[CH2:24][CH2:23][CH2:22][CH2:21]1)=[O:18])=[O:11])([CH3:5])([CH3:7])[CH3:8]. Given the reactants C(Cl)CCl.[CH3:5][C:6]([O:9][C:10]([NH:12][C@H:13]([C:17]([OH:19])=[O:18])[CH2:14][CH:15]=[CH2:16])=[O:11])([CH3:8])[CH3:7].[CH:20]1(O)[CH2:24][CH2:23][CH2:22][CH2:21]1, predict the reaction product. (8) Given the reactants N1C=C[CH:3]=N1.C[N:7]([C@@H:26]([C:28]1C=CC=CC=1)C)[C:8]([C:10]1[C:14]([Br:15])=[C:13]([NH:16][C:17](=[O:25])[C:18]2[CH:23]=[CH:22][CH:21]=[CH:20][C:19]=2[Cl:24])[NH:12][N:11]=1)=[O:9].ClC1C=CC=CC=1C(Cl)=O.[N:44]1[CH:49]=[CH:48][C:47]([N:50]2[CH2:55][CH2:54][N:53](CCN)[CH2:52][CH2:51]2)=[CH:46][CH:45]=1, predict the reaction product. The product is: [N:44]1[CH:49]=[CH:48][C:47]([N:50]2[CH2:51][CH2:52][N:53]([CH2:28][CH2:26][NH:7][C:8]([C:10]3[C:14]([Br:15])=[C:13]([NH:16][C:17](=[O:25])[C:18]4[CH:23]=[CH:22][CH:21]=[CH:20][C:19]=4[Cl:24])[N:12]([CH3:3])[N:11]=3)=[O:9])[CH2:54][CH2:55]2)=[CH:46][CH:45]=1. (9) Given the reactants [OH:1][CH2:2][CH2:3][O:4][C:5]1[CH:12]=[CH:11][C:8]([C:9]#[N:10])=[CH:7][C:6]=1[N+:13]([O-])=O, predict the reaction product. The product is: [NH2:13][C:6]1[CH:7]=[C:8]([CH:11]=[CH:12][C:5]=1[O:4][CH2:3][CH2:2][OH:1])[C:9]#[N:10].